From a dataset of Full USPTO retrosynthesis dataset with 1.9M reactions from patents (1976-2016). Predict the reactants needed to synthesize the given product. (1) Given the product [O:4]1[C:12]2[CH:11]=[CH:10][N:9]=[C:8]([N:13]3[CH2:18][CH2:17][N:16]([CH2:19][CH2:20][C@H:21]4[CH2:26][CH2:25][C@H:24]([NH:27][C:31](=[O:32])[C@@H:30]([O:29][CH3:28])[CH3:34])[CH2:23][CH2:22]4)[CH2:15][CH2:14]3)[C:7]=2[CH2:6][CH2:5]1, predict the reactants needed to synthesize it. The reactants are: Cl.Cl.Cl.[O:4]1[C:12]2[CH:11]=[CH:10][N:9]=[C:8]([N:13]3[CH2:18][CH2:17][N:16]([CH2:19][CH2:20][C@H:21]4[CH2:26][CH2:25][C@H:24]([NH2:27])[CH2:23][CH2:22]4)[CH2:15][CH2:14]3)[C:7]=2[CH2:6][CH2:5]1.[CH3:28][O:29][C@@H:30]([CH3:34])[C:31](O)=[O:32]. (2) The reactants are: Cl[C:2]1[C:11]2[C:6](=[CH:7][C:8]([O:14][CH2:15][CH2:16][CH2:17][N:18]3[CH2:23][CH2:22][O:21][CH2:20][CH2:19]3)=[C:9]([O:12][CH3:13])[CH:10]=2)[N:5]=[CH:4][N:3]=1.[NH2:24][C:25]1[CH:26]=[C:27]([NH:32][C:33]([C:35]2[CH:40]=[CH:39][N:38]=[C:37]([N:41]3[CH2:46][CH2:45][O:44][CH2:43][CH2:42]3)[CH:36]=2)=[O:34])[CH:28]=[CH:29][C:30]=1[CH3:31]. Given the product [CH3:13][O:12][C:9]1[CH:10]=[C:11]2[C:6](=[CH:7][C:8]=1[O:14][CH2:15][CH2:16][CH2:17][N:18]1[CH2:23][CH2:22][O:21][CH2:20][CH2:19]1)[N:5]=[CH:4][N:3]=[C:2]2[NH:24][C:25]1[CH:26]=[C:27]([NH:32][C:33]([C:35]2[CH:40]=[CH:39][N:38]=[C:37]([N:41]3[CH2:46][CH2:45][O:44][CH2:43][CH2:42]3)[CH:36]=2)=[O:34])[CH:28]=[CH:29][C:30]=1[CH3:31], predict the reactants needed to synthesize it. (3) Given the product [CH:34]1([CH2:37][N:12]([CH2:13][CH:14]([CH3:26])[CH2:15][C:16]2[C:24]3[C:19](=[CH:20][CH:21]=[C:22]([F:25])[CH:23]=3)[NH:18][CH:17]=2)[C@@H:8]2[CH2:7][C:6]3[C:5]([C:27]([NH2:29])=[O:28])=[CH:4][CH:3]=[C:2]([F:1])[C:11]=3[O:10][CH2:9]2)[CH2:36][CH2:35]1, predict the reactants needed to synthesize it. The reactants are: [F:1][C:2]1[C:11]2[O:10][CH2:9][C@H:8]([NH:12][CH2:13][CH:14]([CH3:26])[CH2:15][C:16]3[C:24]4[C:19](=[CH:20][CH:21]=[C:22]([F:25])[CH:23]=4)[NH:18][CH:17]=3)[CH2:7][C:6]=2[C:5]([C:27]([NH2:29])=[O:28])=[CH:4][CH:3]=1.C(O)(=O)C.[CH:34]1([CH:37]=O)[CH2:36][CH2:35]1.C([BH3-])#N.[Na+].